This data is from Full USPTO retrosynthesis dataset with 1.9M reactions from patents (1976-2016). The task is: Predict the reactants needed to synthesize the given product. Given the product [Cl:1][C:2]1[CH:3]=[C:4]([CH:7]=[C:8]([C:10]([F:11])([F:12])[F:13])[CH:9]=1)[C:5](=[S:16])[NH2:6], predict the reactants needed to synthesize it. The reactants are: [Cl:1][C:2]1[CH:3]=[C:4]([CH:7]=[C:8]([C:10]([F:13])([F:12])[F:11])[CH:9]=1)[C:5]#[N:6].C(N)(=[S:16])C.Cl.C([O-])(O)=O.[Na+].